Dataset: Forward reaction prediction with 1.9M reactions from USPTO patents (1976-2016). Task: Predict the product of the given reaction. Given the reactants [F:1][C:2]1(C(OCC)=O)[C:8](=[O:9])[CH2:7][CH2:6][N:5]([C:10]([O:12][C:13]([CH3:16])([CH3:15])[CH3:14])=[O:11])[CH2:4][CH2:3]1.CS(C)=O.O.[Li+].[Cl-], predict the reaction product. The product is: [F:1][CH:2]1[C:8](=[O:9])[CH2:7][CH2:6][N:5]([C:10]([O:12][C:13]([CH3:16])([CH3:15])[CH3:14])=[O:11])[CH2:4][CH2:3]1.